From a dataset of Full USPTO retrosynthesis dataset with 1.9M reactions from patents (1976-2016). Predict the reactants needed to synthesize the given product. (1) Given the product [CH:1]([O:4][C:5]([N:7]1[CH2:13][CH2:12][CH2:11][CH:10]([N:27]([C:41](=[O:43])[CH3:42])[CH2:26][C:25]2[CH:24]=[C:23]([C:22]([F:35])([F:36])[F:21])[CH:30]=[C:29]([C:31]([F:34])([F:32])[F:33])[CH:28]=2)[C:9]2[CH:15]=[CH:16][C:17]([Br:20])=[C:18]([CH3:19])[C:8]1=2)=[O:6])([CH3:3])[CH3:2], predict the reactants needed to synthesize it. The reactants are: [CH:1]([O:4][C:5]([N:7]1[CH2:13][CH2:12][CH2:11][C:10](=O)[C:9]2[CH:15]=[CH:16][C:17]([Br:20])=[C:18]([CH3:19])[C:8]1=2)=[O:6])([CH3:3])[CH3:2].[F:21][C:22]([F:36])([F:35])[C:23]1[CH:24]=[C:25]([CH:28]=[C:29]([C:31]([F:34])([F:33])[F:32])[CH:30]=1)[CH2:26][NH2:27].[BH4-].[Na+].[OH-].[Na+].[C:41](OC(=O)C)(=[O:43])[CH3:42].N1C=CC=CC=1.Cl. (2) Given the product [CH2:25]([NH:26][C:27]([C:29]1[C:34]([OH:35])=[C:33]([OH:36])[N:32]=[C:31]([CH2:37][C:38]2([C:43]3[CH:48]=[CH:47][CH:46]=[CH:45][CH:44]=3)[CH2:39][CH2:40][CH2:41][CH2:42]2)[N:30]=1)=[O:28])[C:19]1[CH:24]=[CH:23][CH:22]=[CH:21][CH:20]=1, predict the reactants needed to synthesize it. The reactants are: COC(C1C(O)=C(O)N=C(CC2([C:19]3[CH:24]=[CH:23][CH:22]=[CH:21][CH:20]=3)CCCC2)N=1)=O.[CH3:25][NH:26][C:27]([C:29]1[N:30]=[C:31]([CH2:37][C:38]2([C:43]3[CH:48]=[CH:47][CH:46]=[CH:45][CH:44]=3)[CH2:42][CH2:41][CH2:40][CH2:39]2)[NH:32][C:33](=[O:36])[C:34]=1[OH:35])=[O:28]. (3) The reactants are: [Cl:1][C:2]1[CH:3]=[C:4]([NH:11][C:12]2[N:17]=[CH:16][C:15]([C:18]([CH3:25])([CH3:24])[C:19](OCC)=[O:20])=[CH:14][CH:13]=2)[C:5]2[N:6]([CH:8]=[CH:9][N:10]=2)[CH:7]=1.[H-].C([Al+]CC(C)C)C(C)C.O.O.O.O.O.C(C(C(C([O-])=O)O)O)([O-])=O.[Na+].[K+]. Given the product [Cl:1][C:2]1[CH:3]=[C:4]([NH:11][C:12]2[N:17]=[CH:16][C:15]([C:18]([CH3:25])([CH3:24])[CH2:19][OH:20])=[CH:14][CH:13]=2)[C:5]2[N:6]([CH:8]=[CH:9][N:10]=2)[CH:7]=1, predict the reactants needed to synthesize it. (4) Given the product [CH3:39][C:38]([CH3:40])=[CH:37][CH2:36][C:16]1[C:15]2[O:14][C:13]([C:41]3[CH:46]=[CH:45][C:44]([O:47][CH3:48])=[CH:43][CH:42]=3)=[C:12]([OH:11])[C:21](=[O:22])[C:20]=2[C:19]([OH:23])=[CH:18][C:17]=1[OH:24].[CH3:39][C:38]([CH3:40])=[CH:37][CH2:36][C:16]1[C:15]2[O:14][C:13]([C:41]3[CH:42]=[CH:43][C:44]([O:47][CH3:48])=[CH:45][CH:46]=3)=[C:12]([OH:11])[C:21](=[O:22])[C:20]=2[C:19]([OH:23])=[CH:18][C:17]=1[O:24][C@@H:25]1[O:30][C@H:29]([CH2:31][OH:32])[C@@H:28]([OH:33])[C@H:27]([OH:34])[C@H:26]1[OH:35].[CH3:4][C@H:5]1[O:10][C@@H:9]([O:11][C:12]2[C:21](=[O:22])[C:20]3[C:19]([OH:23])=[CH:18][C:17]([OH:24])=[C:16]([CH2:36][CH:37]=[C:38]([CH3:40])[CH3:39])[C:15]=3[O:14][C:13]=2[C:41]2[CH:42]=[CH:43][C:44]([O:47][CH3:48])=[CH:45][CH:46]=2)[C@@H:8]([OH:49])[C@@H:7]([OH:50])[C@@H:6]1[OH:51], predict the reactants needed to synthesize it. The reactants are: C[O-].[Na+].[CH3:4][C@@H:5]1[O:10][C@@H:9]([O:11][C:12]2[C:21](=[O:22])[C:20]3[C:19]([OH:23])=[CH:18][C:17]([O:24][C@@H:25]4[O:30][C@H:29]([CH2:31][OH:32])[C@@H:28]([OH:33])[C@H:27]([OH:34])[C@H:26]4[OH:35])=[C:16]([CH2:36][CH:37]=[C:38]([CH3:40])[CH3:39])[C:15]=3[O:14][C:13]=2[C:41]2[CH:42]=[CH:43][C:44]([O:47][CH3:48])=[CH:45][CH:46]=2)[C@H:8]([OH:49])[C@H:7]([OH:50])[C@H:6]1[OH:51]. (5) Given the product [CH3:25][O:24][C:22](=[O:23])[NH:18][C:14]1[CH:15]=[N:16][CH:17]=[C:12]([C:11]#[C:10][C:6]2[CH:7]=[CH:8][CH:9]=[C:4]([C:3]([F:2])([F:19])[F:20])[CH:5]=2)[CH:13]=1, predict the reactants needed to synthesize it. The reactants are: Cl.[F:2][C:3]([F:20])([F:19])[C:4]1[CH:5]=[C:6]([C:10]#[C:11][C:12]2[CH:13]=[C:14]([NH2:18])[CH:15]=[N:16][CH:17]=2)[CH:7]=[CH:8][CH:9]=1.Cl[C:22]([O:24][CH3:25])=[O:23]. (6) Given the product [C:17]1([CH2:16][CH2:15][CH2:14][CH2:13][C:12]2[O:23][C:2]3[C:3]4[C:4](=[O:24])[CH2:5][CH2:6][C:7]=4[CH:8]=[CH:9][C:10]=3[N:11]=2)[CH:22]=[CH:21][CH:20]=[CH:19][CH:18]=1, predict the reactants needed to synthesize it. The reactants are: O[C:2]1[C:10]([NH:11][C:12](=[O:23])[CH2:13][CH2:14][CH2:15][CH2:16][C:17]2[CH:22]=[CH:21][CH:20]=[CH:19][CH:18]=2)=[CH:9][CH:8]=[C:7]2[C:3]=1[C:4](=[O:24])[CH2:5][CH2:6]2.C1(C)C=CC(S([O-])(=O)=O)=CC=1.[NH+]1C=CC=CC=1. (7) Given the product [OH:13][C:9]([CH3:10])([C:14]#[CH:15])[C:3]([N:2]([CH3:8])[CH3:1])=[O:7], predict the reactants needed to synthesize it. The reactants are: [CH3:1][N:2]([CH3:8])[C:3](=[O:7])C(=O)C.[C:9]([Mg]Br)#[CH:10].[OH2:13].[CH2:14]1COC[CH2:15]1.